Dataset: Catalyst prediction with 721,799 reactions and 888 catalyst types from USPTO. Task: Predict which catalyst facilitates the given reaction. (1) Reactant: [Cl:1][C:2]1[N:10]=[C:9]2[C:5]([N:6]=[C:7]([CH2:12][CH:13]=O)[N:8]2[CH3:11])=[C:4]([N:15]2[CH2:20][CH2:19][O:18][CH2:17][CH2:16]2)[N:3]=1.[CH3:21][C:22]1([CH3:28])[CH2:27][O:26][CH2:25][CH2:24][NH:23]1.Cl.C(N(CC)CC)C.C(O[BH-](OC(=O)C)OC(=O)C)(=O)C.[Na+]. Product: [Cl:1][C:2]1[N:10]=[C:9]2[C:5]([N:6]=[C:7]([CH2:12][CH2:13][N:23]3[CH2:24][CH2:25][O:26][CH2:27][C:22]3([CH3:28])[CH3:21])[N:8]2[CH3:11])=[C:4]([N:15]2[CH2:20][CH2:19][O:18][CH2:17][CH2:16]2)[N:3]=1. The catalyst class is: 26. (2) Reactant: [OH:1][Si:2]([CH3:24])([CH3:23])[C:3]1[CH:22]=[CH:21][C:6]([O:7][CH2:8][CH2:9][N:10]2C(=O)C3C(=CC=CC=3)C2=O)=[CH:5][CH:4]=1. Product: [NH2:10][CH2:9][CH2:8][O:7][C:6]1[CH:21]=[CH:22][C:3]([Si:2]([CH3:24])([CH3:23])[OH:1])=[CH:4][CH:5]=1. The catalyst class is: 8. (3) Reactant: [CH3:1][NH:2][C:3]1[CH:10]=[CH:9][C:6]([C:7]#[N:8])=[CH:5][CH:4]=1.[N-:11]=[N+:12]=[N-:13].[Na+].[Cl-].C([NH+](CC)CC)C.Cl. Product: [CH3:1][NH:2][C:3]1[CH:10]=[CH:9][C:6]([C:7]2[NH:13][N:12]=[N:11][N:8]=2)=[CH:5][CH:4]=1. The catalyst class is: 60. (4) Reactant: Br[C:2]1[CH:3]=[C:4]([N:12]2[CH2:17][CH2:16][C:15]([F:19])([F:18])[CH2:14][CH2:13]2)[CH:5]=[C:6]([C:8]([F:11])([F:10])[F:9])[CH:7]=1.CC1(C)C(C)(C)OB([C:28]2[O:32][C:31]([Si](C(C)C)(C(C)C)C(C)C)=[N:30][CH:29]=2)O1.C(=O)([O-])[O-].[K+].[K+].O1CCOCC1. Product: [F:18][C:15]1([F:19])[CH2:16][CH2:17][N:12]([C:4]2[CH:5]=[C:6]([C:8]([F:11])([F:10])[F:9])[CH:7]=[C:2]([C:28]3[O:32][CH:31]=[N:30][CH:29]=3)[CH:3]=2)[CH2:13][CH2:14]1. The catalyst class is: 103. (5) Reactant: Cl.Cl.[F:3][C:4]1[C:5]([C:16]2[CH:21]=[CH:20][CH:19]=[CH:18][CH:17]=2)=[C:6]([N:10]2[CH2:15][CH2:14][NH:13][CH2:12][CH2:11]2)[CH:7]=[N:8][CH:9]=1.[CH2:22]1[CH2:26][O:25][CH2:24][CH2:23]1.CCN(C(C)C)C(C)C.C1(C(Cl)=O)CC1. Product: [CH:22]1([C:26]([N:13]2[CH2:14][CH2:15][N:10]([C:6]3[CH:7]=[N:8][CH:9]=[C:4]([F:3])[C:5]=3[C:16]3[CH:21]=[CH:20][CH:19]=[CH:18][CH:17]=3)[CH2:11][CH2:12]2)=[O:25])[CH2:23][CH2:24]1. The catalyst class is: 13. (6) Reactant: [C:1]1([C:7]2[N:12]=[N:11][C:10]3[NH:13][CH:14]=[CH:15][C:9]=3[CH:8]=2)[CH:6]=[CH:5][CH:4]=[CH:3][CH:2]=1.[OH-].[K+].[I:18]I. Product: [I:18][C:15]1[C:9]2[CH:8]=[C:7]([C:1]3[CH:2]=[CH:3][CH:4]=[CH:5][CH:6]=3)[N:12]=[N:11][C:10]=2[NH:13][CH:14]=1. The catalyst class is: 3. (7) Reactant: [OH-].[Na+].Cl.[O:4]([NH2:6])[CH3:5].[C:7]([C:9]1[CH:16]=[CH:15][C:12]([CH:13]=O)=[CH:11][CH:10]=1)#[N:8]. Product: [CH3:5][O:4][N:6]=[CH:13][C:12]1[CH:15]=[CH:16][C:9]([C:7]#[N:8])=[CH:10][CH:11]=1. The catalyst class is: 6.